From a dataset of Reaction yield outcomes from USPTO patents with 853,638 reactions. Predict the reaction yield, written as a fraction of the theoretical maximum amount of product (1.0 means a 100% yield; for example, 0.34 means a 34% yield). (1) The reactants are [F:1][CH:2]([F:35])[C:3]1[CH:8]=[CH:7][C:6]([C:9]2[S:13][C:12]3[CH:14]=[C:15]([OH:18])[CH:16]=[CH:17][C:11]=3[C:10]=2[O:19][C:20]2[CH:25]=[CH:24][C:23](/[CH:26]=[CH:27]/[C:28]([O:30]C(C)(C)C)=[O:29])=[CH:22][CH:21]=2)=[CH:5][CH:4]=1.Cl. The catalyst is C1COCC1. The product is [F:35][CH:2]([F:1])[C:3]1[CH:4]=[CH:5][C:6]([C:9]2[S:13][C:12]3[CH:14]=[C:15]([OH:18])[CH:16]=[CH:17][C:11]=3[C:10]=2[O:19][C:20]2[CH:25]=[CH:24][C:23](/[CH:26]=[CH:27]/[C:28]([OH:30])=[O:29])=[CH:22][CH:21]=2)=[CH:7][CH:8]=1. The yield is 0.790. (2) The reactants are [CH3:1][N:2]1[C:10]2[CH2:9][CH2:8][CH2:7][N:6](C(OC(C)(C)C)=O)[C:5]=2[CH:4]=[N:3]1.C(O)(C(F)(F)F)=O. The catalyst is C(Cl)Cl. The product is [CH3:1][N:2]1[C:10]2[CH2:9][CH2:8][CH2:7][NH:6][C:5]=2[CH:4]=[N:3]1. The yield is 0.690.